Predict the reactants needed to synthesize the given product. From a dataset of Full USPTO retrosynthesis dataset with 1.9M reactions from patents (1976-2016). (1) Given the product [NH2:6][C:5]1[CH:7]=[C:8]([C:9]([F:12])([F:11])[F:10])[C:2]([C:22]2[CH:23]=[CH:24][C:25]([CH2:26][CH2:27][NH:28][S:29]([CH3:32])(=[O:30])=[O:31])=[CH:33][CH:34]=2)=[C:3]([Cl:13])[CH:4]=1, predict the reactants needed to synthesize it. The reactants are: Br[C:2]1[C:8]([C:9]([F:12])([F:11])[F:10])=[CH:7][C:5]([NH2:6])=[CH:4][C:3]=1[Cl:13].CC1(C)C(C)(C)OB([C:22]2[CH:34]=[CH:33][C:25]([CH2:26][CH2:27][NH:28][S:29]([CH3:32])(=[O:31])=[O:30])=[CH:24][CH:23]=2)O1.C(=O)([O-])[O-].[Na+].[Na+].O. (2) The reactants are: [NH2:1][C:2]1[C:17]2[CH2:16][CH:15]=[CH:14][CH2:13][CH2:12][C:11]3[CH:18]=[C:19]([CH3:24])[N:20]=[C:21]([O:22][CH3:23])[C:10]=3[CH2:9][NH:8][C:7](=[O:25])[C:6]=2[CH:5]=[CH:4][CH:3]=1.O=[C:27]1[CH2:42][CH2:41][C:30]2([CH2:33][N:32]([C:34]([O:36][C:37]([CH3:40])([CH3:39])[CH3:38])=[O:35])[CH2:31]2)[CH2:29][CH2:28]1.[CH3:43][C:44](O)=O.[BH-](OC(C)=O)(OC(C)=O)OC(C)=O.[Na+].C(=O)C.C([O-])(O)=O.[Na+]. Given the product [CH2:43]([N:1]([C:2]1[C:17]2[CH2:16][CH:15]=[CH:14][CH2:13][CH2:12][C:11]3[CH:18]=[C:19]([CH3:24])[N:20]=[C:21]([O:22][CH3:23])[C:10]=3[CH2:9][NH:8][C:7](=[O:25])[C:6]=2[CH:5]=[CH:4][CH:3]=1)[CH:27]1[CH2:42][CH2:41][C:30]2([CH2:33][N:32]([C:34]([O:36][C:37]([CH3:40])([CH3:39])[CH3:38])=[O:35])[CH2:31]2)[CH2:29][CH2:28]1)[CH3:44], predict the reactants needed to synthesize it. (3) Given the product [CH3:9][O:8][C:6](=[O:7])[C:5]1[CH:10]=[CH:11][C:2](/[CH:15]=[CH:14]/[C:13]([O:17][C:18]([CH3:21])([CH3:20])[CH3:19])=[O:16])=[C:3]([CH3:12])[CH:4]=1, predict the reactants needed to synthesize it. The reactants are: Br[C:2]1[CH:11]=[CH:10][C:5]([C:6]([O:8][CH3:9])=[O:7])=[CH:4][C:3]=1[CH3:12].[C:13]([O:17][C:18]([CH3:21])([CH3:20])[CH3:19])(=[O:16])[CH:14]=[CH2:15].C([O-])(=O)C.[Na+]. (4) Given the product [C:32]([N:28]1[CH2:29][CH2:30][CH2:31][C@H:27]1[C:8]1[N:4]2[CH:5]=[CH:6][N:7]=[C:2]([NH2:1])[C:3]2=[C:10]([C:11]2[CH:25]=[CH:24][C:14]([C:15]([NH:17][C:18]3[CH:23]=[CH:22][CH:21]=[CH:20][N:19]=3)=[O:16])=[C:13]([F:26])[CH:12]=2)[N:9]=1)(=[O:35])[CH:33]=[CH2:34], predict the reactants needed to synthesize it. The reactants are: [NH2:1][C:2]1[C:3]2[N:4]([C:8]([C@@H:27]3[CH2:31][CH2:30][CH2:29][NH:28]3)=[N:9][C:10]=2[C:11]2[CH:25]=[CH:24][C:14]([C:15]([NH:17][C:18]3[CH:23]=[CH:22][CH:21]=[CH:20][N:19]=3)=[O:16])=[C:13]([F:26])[CH:12]=2)[CH:5]=[CH:6][N:7]=1.[C:32](Cl)(=[O:35])[CH:33]=[CH2:34]. (5) Given the product [N:10]1[N:11]=[C:7]([CH:3]2[CH2:4][CH2:5][CH2:6][N:1]([C:16]3[N:21]=[C:20]([NH2:22])[C:19]([N+:23]([O-:25])=[O:24])=[CH:18][CH:17]=3)[CH2:2]2)[N:8]2[CH2:14][CH2:13][CH2:12][C:9]=12, predict the reactants needed to synthesize it. The reactants are: [NH:1]1[CH2:6][CH2:5][CH2:4][CH:3]([C:7]2[N:8]3[CH2:14][CH2:13][CH2:12][C:9]3=[N:10][N:11]=2)[CH2:2]1.Cl[C:16]1[N:21]=[C:20]([NH2:22])[C:19]([N+:23]([O-:25])=[O:24])=[CH:18][CH:17]=1.C(N(CC)CC)C. (6) Given the product [Br:1][C:2]1[CH:15]=[C:14]2[C:5]([O:6][C@@H:7]3[C@@H:12]([C:13]2=[CH2:21])[CH2:11][C:10]2([O:20][CH2:19][CH2:18][O:17]2)[CH2:9][CH2:8]3)=[CH:4][CH:3]=1, predict the reactants needed to synthesize it. The reactants are: [Br:1][C:2]1[CH:15]=[C:14]2[C:5]([O:6][C@@H:7]3[C@@H:12]([C:13]2=O)[CH2:11][C:10]2([O:20][CH2:19][CH2:18][O:17]2)[CH2:9][CH2:8]3)=[CH:4][CH:3]=1.[CH2:21]1COCC1. (7) Given the product [CH:23]([C:3]1[C:2]([B:29]2[O:30][C:31]([CH3:33])([CH3:32])[C:27]([CH3:43])([CH3:26])[O:28]2)=[CH:9][C:6]([C:7]#[N:8])=[C:5]([N:10]2[CH2:15][CH2:14][N:13]([C:16](=[O:21])[CH2:17][CH2:18][O:19][CH3:20])[C@H:12]([CH3:22])[CH2:11]2)[N:4]=1)([CH3:25])[CH3:24], predict the reactants needed to synthesize it. The reactants are: Br[C:2]1[C:3]([CH:23]([CH3:25])[CH3:24])=[N:4][C:5]([N:10]2[CH2:15][CH2:14][N:13]([C:16](=[O:21])[CH2:17][CH2:18][O:19][CH3:20])[C@H:12]([CH3:22])[CH2:11]2)=[C:6]([CH:9]=1)[C:7]#[N:8].[CH3:26][C:27]1([CH3:43])[C:31]([CH3:33])([CH3:32])[O:30][B:29]([B:29]2[O:30][C:31]([CH3:33])([CH3:32])[C:27]([CH3:43])([CH3:26])[O:28]2)[O:28]1.CC([O-])=O.[K+].C(Cl)Cl. (8) Given the product [C:1]([O:5][C:6](=[O:19])[NH:7][C:8]1[CH:13]=[C:12]([N+:14]([O-:16])=[O:15])[C:11]([CH2:20][Si:21]([CH3:24])([CH3:23])[CH3:22])=[CH:10][C:9]=1[O:17][CH3:18])([CH3:4])([CH3:3])[CH3:2], predict the reactants needed to synthesize it. The reactants are: [C:1]([O:5][C:6](=[O:19])[NH:7][C:8]1[CH:13]=[C:12]([N+:14]([O-:16])=[O:15])[CH:11]=[CH:10][C:9]=1[O:17][CH3:18])([CH3:4])([CH3:3])[CH3:2].[CH3:20][Si:21]([CH2:24][Mg]Cl)([CH3:23])[CH3:22].ClC1C(=O)C(C#N)=C(C#N)C(=O)C=1Cl.C(O)(=O)C. (9) Given the product [CH2:1]([O:8][C:9]([N:11]1[CH:16]([CH2:17][CH3:18])[CH2:15][CH:14]([N:19]([CH2:20][C:21]2[CH:26]=[C:25]([C:27]([F:29])([F:30])[F:28])[CH:24]=[C:23]([C:31]([F:32])([F:33])[F:34])[CH:22]=2)[C:44]([O:43][CH3:42])=[O:45])[CH2:13][CH:12]1[CH2:35][C:36]1[CH:37]=[CH:38][CH:39]=[CH:40][CH:41]=1)=[O:10])[C:2]1[CH:7]=[CH:6][CH:5]=[CH:4][CH:3]=1, predict the reactants needed to synthesize it. The reactants are: [CH2:1]([O:8][C:9]([N:11]1[CH:16]([CH2:17][CH3:18])[CH2:15][CH:14]([NH:19][CH2:20][C:21]2[CH:26]=[C:25]([C:27]([F:30])([F:29])[F:28])[CH:24]=[C:23]([C:31]([F:34])([F:33])[F:32])[CH:22]=2)[CH2:13][CH:12]1[CH2:35][C:36]1[CH:41]=[CH:40][CH:39]=[CH:38][CH:37]=1)=[O:10])[C:2]1[CH:7]=[CH:6][CH:5]=[CH:4][CH:3]=1.[CH3:42][O:43][C:44](Cl)=[O:45].